Predict the reactants needed to synthesize the given product. From a dataset of Full USPTO retrosynthesis dataset with 1.9M reactions from patents (1976-2016). (1) Given the product [F:27][C:25]1[CH:24]=[CH:23][C:22]([C:2]2[CH:3]=[N:4][C:5]3[N:6]([CH:8]=[C:9]([CH2:11][O:12][C:13]4[CH:18]=[CH:17][C:16]([F:19])=[CH:15][CH:14]=4)[N:10]=3)[CH:7]=2)=[C:21]([CH:26]=1)[NH2:20], predict the reactants needed to synthesize it. The reactants are: Br[C:2]1[CH:3]=[N:4][C:5]2[N:6]([CH:8]=[C:9]([CH2:11][O:12][C:13]3[CH:18]=[CH:17][C:16]([F:19])=[CH:15][CH:14]=3)[N:10]=2)[CH:7]=1.[NH2:20][C:21]1[CH:26]=[C:25]([F:27])[CH:24]=[CH:23][C:22]=1B(O)O. (2) The reactants are: C([O:3][C:4](=[O:17])[CH2:5][C:6]1[C:14]2[C:9](=[CH:10][CH:11]=[C:12]([F:15])[CH:13]=2)[NH:8][C:7]=1[CH3:16])C.[H-].[Na+].Br[CH2:21][C:22]1[CH:27]=[CH:26][C:25]([S:28]([N:31]2[CH2:36][CH2:35][O:34][CH2:33][CH2:32]2)(=[O:30])=[O:29])=[CH:24][CH:23]=1.Cl. Given the product [F:15][C:12]1[CH:13]=[C:14]2[C:9](=[CH:10][CH:11]=1)[N:8]([CH2:21][C:22]1[CH:27]=[CH:26][C:25]([S:28]([N:31]3[CH2:36][CH2:35][O:34][CH2:33][CH2:32]3)(=[O:30])=[O:29])=[CH:24][CH:23]=1)[C:7]([CH3:16])=[C:6]2[CH2:5][C:4]([OH:3])=[O:17], predict the reactants needed to synthesize it. (3) The reactants are: [Br:1][C:2]1[C:10]2[N:9]=[CH:8][NH:7][C:6]=2[C:5]([Br:11])=[C:4]([Br:12])[C:3]=1[Br:13].[H-].[Na+].C[O:17][C:18](=[O:27])[CH2:19][CH2:20][CH2:21][CH2:22][CH2:23][CH2:24][CH2:25]Br. Given the product [Br:11][C:5]1[C:6]2[N:7]=[CH:8][N:9]([CH2:25][CH2:24][CH2:23][CH2:22][CH2:21][CH2:20][CH2:19][C:18]([OH:27])=[O:17])[C:10]=2[C:2]([Br:1])=[C:3]([Br:13])[C:4]=1[Br:12], predict the reactants needed to synthesize it. (4) Given the product [O:26]=[C:20]([NH:16][NH:15][C:13](=[O:14])[C:10]1[CH:9]=[CH:8][C:7]([NH:6][S:3]([C:2]([F:17])([F:1])[F:18])(=[O:4])=[O:5])=[CH:12][CH:11]=1)[C:21]([O:23][CH2:24][CH3:25])=[O:22], predict the reactants needed to synthesize it. The reactants are: [F:1][C:2]([F:18])([F:17])[S:3]([NH:6][C:7]1[CH:12]=[CH:11][C:10]([C:13]([NH:15][NH2:16])=[O:14])=[CH:9][CH:8]=1)(=[O:5])=[O:4].Cl[C:20](=[O:26])[C:21]([O:23][CH2:24][CH3:25])=[O:22].